This data is from Catalyst prediction with 721,799 reactions and 888 catalyst types from USPTO. The task is: Predict which catalyst facilitates the given reaction. (1) Reactant: [C:1]([O:5][C:6](=[O:28])[NH:7][C@H:8]([CH2:24][CH:25]([CH3:27])[CH3:26])[C:9]([NH:11][C:12]1[CH:17]=[CH:16][C:15](Br)=[CH:14][C:13]=1[C:19]1[N:20]=[N:21][NH:22][N:23]=1)=[O:10])([CH3:4])([CH3:3])[CH3:2].[N:29]1[CH:34]=[CH:33][C:32](B(O)O)=[CH:31][CH:30]=1.C(=O)([O-])[O-].[Cs+].[Cs+]. Product: [C:1]([O:5][C:6](=[O:28])[NH:7][C@H:8]([CH2:24][CH:25]([CH3:27])[CH3:26])[C:9](=[O:10])[NH:11][C:12]1[CH:17]=[CH:16][C:15]([C:32]2[CH:33]=[CH:34][N:29]=[CH:30][CH:31]=2)=[CH:14][C:13]=1[C:19]1[N:20]=[N:21][NH:22][N:23]=1)([CH3:4])([CH3:3])[CH3:2]. The catalyst class is: 70. (2) The catalyst class is: 18. Product: [O:26]1[CH2:27][CH:28]=[C:29]([C:2]2[C:3]([O:8][C:9]3[CH:14]=[CH:13][C:12]([C:15]([C:17]4[NH:18][C:19]5[C:20]([N:25]=4)=[N:21][CH:22]=[CH:23][CH:24]=5)=[O:16])=[CH:11][CH:10]=3)=[N:4][CH:5]=[CH:6][CH:7]=2)[CH2:30][CH2:31]1. Reactant: Br[C:2]1[C:3]([O:8][C:9]2[CH:14]=[CH:13][C:12]([C:15]([C:17]3[NH:18][C:19]4[C:20]([N:25]=3)=[N:21][CH:22]=[CH:23][CH:24]=4)=[O:16])=[CH:11][CH:10]=2)=[N:4][CH:5]=[CH:6][CH:7]=1.[O:26]1[CH2:31][CH:30]=[C:29](B2OC(C)(C)C(C)(C)O2)[CH2:28][CH2:27]1.C(=O)([O-])[O-].[Na+].[Na+]. (3) The catalyst class is: 40. Reactant: C([O:8][C:9]([C:11]1([N:16]([CH:34]=[CH:35][C:36]([O:38][CH2:39][CH3:40])=[O:37])[S:17]([C:20]2[CH:25]=[CH:24][C:23]([O:26][C:27]3[CH:32]=[CH:31][C:30]([F:33])=[CH:29][CH:28]=3)=[CH:22][CH:21]=2)(=[O:19])=[O:18])[CH2:15][CH2:14][CH2:13][CH2:12]1)=[O:10])C1C=CC=CC=1.[H][H]. Product: [CH2:39]([O:38][C:36]([CH2:35][CH2:34][N:16]([S:17]([C:20]1[CH:21]=[CH:22][C:23]([O:26][C:27]2[CH:28]=[CH:29][C:30]([F:33])=[CH:31][CH:32]=2)=[CH:24][CH:25]=1)(=[O:19])=[O:18])[C:11]1([C:9]([OH:10])=[O:8])[CH2:15][CH2:14][CH2:13][CH2:12]1)=[O:37])[CH3:40]. (4) Reactant: [OH:1][C:2]1[C:24]([O:25][CH3:26])=[CH:23][C:5]2[C:6]3[N:11]([CH:12]([CH:14]([CH3:16])[CH3:15])[CH2:13][C:4]=2[CH:3]=1)[CH:10]=[C:9]([C:17]([O:19][CH2:20][CH3:21])=[O:18])[C:8](=[O:22])[CH:7]=3.C(=O)([O-])[O-].[K+].[K+].Br[CH2:34][CH2:35][O:36][CH3:37].O. Product: [CH:14]([CH:12]1[N:11]2[C:6](=[CH:7][C:8](=[O:22])[C:9]([C:17]([O:19][CH2:20][CH3:21])=[O:18])=[CH:10]2)[C:5]2[CH:23]=[C:24]([O:25][CH3:26])[C:2]([O:1][CH2:34][CH2:35][O:36][CH3:37])=[CH:3][C:4]=2[CH2:13]1)([CH3:16])[CH3:15]. The catalyst class is: 3. (5) Reactant: [S:1]1[CH:5]=[CH:4][CH:3]=[C:2]1[S:6]([N:9]1[CH2:14][CH2:13][N:12]([C:15]2[CH:20]=[CH:19][C:18]([C:21]([OH:27])([CH3:26])[C:22]([F:25])([F:24])[F:23])=[CH:17][CH:16]=2)[C@@H:11]([CH2:28][C:29]#N)[CH2:10]1)(=[O:8])=[O:7].[OH-:31].[Na+].[OH2:33].CCO.[ClH:37]. Product: [ClH:37].[S:1]1[CH:5]=[CH:4][CH:3]=[C:2]1[S:6]([N:9]1[CH2:14][CH2:13][N:12]([C:15]2[CH:20]=[CH:19][C:18]([C:21]([OH:27])([CH3:26])[C:22]([F:23])([F:25])[F:24])=[CH:17][CH:16]=2)[C@@H:11]([CH2:28][C:29]([OH:33])=[O:31])[CH2:10]1)(=[O:8])=[O:7]. The catalyst class is: 6. (6) Reactant: [CH:1]1([C:6]#[C:7][C:8]#[N:9])[CH2:5][CH2:4][CH2:3][CH2:2]1.[NH:10]1[CH:14]=[C:13]([C:15]2[C:16]3[CH:23]=[CH:22][N:21]([CH2:24][O:25][CH2:26][CH2:27][Si:28]([CH3:31])([CH3:30])[CH3:29])[C:17]=3[N:18]=[CH:19][N:20]=2)[CH:12]=[N:11]1.C1CCN2C(=NCCC2)CC1. Product: [C:1]1(=[C:6]([N:10]2[CH:14]=[C:13]([C:15]3[C:16]4[CH:23]=[CH:22][N:21]([CH2:24][O:25][CH2:26][CH2:27][Si:28]([CH3:31])([CH3:30])[CH3:29])[C:17]=4[N:18]=[CH:19][N:20]=3)[CH:12]=[N:11]2)[CH2:7][C:8]#[N:9])[CH2:5][CH2:4][CH2:3][CH2:2]1. The catalyst class is: 10.